From a dataset of NCI-60 drug combinations with 297,098 pairs across 59 cell lines. Regression. Given two drug SMILES strings and cell line genomic features, predict the synergy score measuring deviation from expected non-interaction effect. (1) Drug 1: C1=CC(=C2C(=C1NCCNCCO)C(=O)C3=C(C=CC(=C3C2=O)O)O)NCCNCCO. Drug 2: C1CN1P(=S)(N2CC2)N3CC3. Cell line: SF-539. Synergy scores: CSS=45.3, Synergy_ZIP=-1.84, Synergy_Bliss=1.71, Synergy_Loewe=3.52, Synergy_HSA=6.50. (2) Drug 1: CC1C(C(=O)NC(C(=O)N2CCCC2C(=O)N(CC(=O)N(C(C(=O)O1)C(C)C)C)C)C(C)C)NC(=O)C3=C4C(=C(C=C3)C)OC5=C(C(=O)C(=C(C5=N4)C(=O)NC6C(OC(=O)C(N(C(=O)CN(C(=O)C7CCCN7C(=O)C(NC6=O)C(C)C)C)C)C(C)C)C)N)C. Drug 2: C1CN(P(=O)(OC1)NCCCl)CCCl. Cell line: NCIH23. Synergy scores: CSS=19.2, Synergy_ZIP=-7.24, Synergy_Bliss=-7.18, Synergy_Loewe=-5.95, Synergy_HSA=-5.86.